From a dataset of TCR-epitope binding with 47,182 pairs between 192 epitopes and 23,139 TCRs. Binary Classification. Given a T-cell receptor sequence (or CDR3 region) and an epitope sequence, predict whether binding occurs between them. (1) The epitope is VTEHDTLLY. The TCR CDR3 sequence is CASSLVDLVHGYTF. Result: 1 (the TCR binds to the epitope). (2) Result: 1 (the TCR binds to the epitope). The epitope is KLNVGDYFV. The TCR CDR3 sequence is CSARRGAEQYF.